Binary Classification. Given a drug SMILES string, predict its activity (active/inactive) in a high-throughput screening assay against a specified biological target. From a dataset of Choline transporter screen with 302,306 compounds. (1) The result is 0 (inactive). The compound is o1c(C(=O)N2CCN(CC2)Cc2ccccc2)c(c2c1ccc(OCC)c2)C. (2) The compound is O=C/1N(c2ccc(OC)cc2)C(=O)NC(=O)C1=C(\NCCCn1ccnc1)CC. The result is 0 (inactive). (3) The drug is S(=O)(=O)(N(CC(=O)NCCSc1ccc(cc1)C)c1c(OC)cc(OC)cc1)c1ccccc1. The result is 0 (inactive). (4) The drug is S(=O)(=O)(N1CCCC1)c1ccc(c2nc(on2)C2CN(CCC2)C(=O)CC2CCCCC2)cc1. The result is 0 (inactive). (5) The compound is Clc1cc(NC(=O)Nc2ccc(N3CCOCC3)cc2)ccc1Cl. The result is 0 (inactive). (6) The drug is S=C(NC(C1OCCC1)C)Nc1ccc(C(CC)C)cc1. The result is 1 (active). (7) The drug is Brc1ccc(C(=O)/C=C(\NCc2ccc(cc2)C)C)cc1. The result is 0 (inactive).